Predict which catalyst facilitates the given reaction. From a dataset of Catalyst prediction with 721,799 reactions and 888 catalyst types from USPTO. (1) Reactant: [Cl:1][C:2]1[CH:7]=[CH:6][CH:5]=[C:4]([Cl:8])[C:3]=1[C:9]1[NH:10][C:11]2[CH:17]=[C:16]([C:18](O)=[O:19])[CH:15]=[CH:14][C:12]=2[N:13]=1.[Cl:21][C:22]1[CH:23]=[C:24]([CH:28]=[CH:29][CH:30]=1)[CH2:25][CH2:26][NH2:27].F[P-](F)(F)(F)(F)F.N1(O[P+](N(C)C)(N(C)C)N(C)C)C2C=CC=CC=2N=N1.CCN(C(C)C)C(C)C.[OH-].[Na+]. Product: [Cl:21][C:22]1[CH:23]=[C:24]([CH2:25][CH2:26][NH:27][C:18]([C:16]2[CH:15]=[CH:14][C:12]3[N:13]=[C:9]([C:3]4[C:2]([Cl:1])=[CH:7][CH:6]=[CH:5][C:4]=4[Cl:8])[NH:10][C:11]=3[CH:17]=2)=[O:19])[CH:28]=[CH:29][CH:30]=1. The catalyst class is: 3. (2) Reactant: [Cl:1][C:2]1[CH:30]=[CH:29][C:5]([C:6]([NH:8][C:9]2[N:13]([CH:14]3[CH2:19][CH2:18][CH2:17][N:16]([C:20](=[O:24])[CH2:21][C:22]#[N:23])[CH2:15]3)[C:12]3[CH:25]=[CH:26][CH:27]=[CH:28][C:11]=3[N:10]=2)=[O:7])=[CH:4][CH:3]=1.C(O)(=O)C.N1CCCCC1.[CH:41](=O)[CH:42]([CH3:44])[CH3:43].O. Product: [Cl:1][C:2]1[CH:3]=[CH:4][C:5]([C:6]([NH:8][C:9]2[N:13]([CH:14]3[CH2:19][CH2:18][CH2:17][N:16]([C:20](=[O:24])[C:21]([C:22]#[N:23])=[CH:41][CH:42]([CH3:44])[CH3:43])[CH2:15]3)[C:12]3[CH:25]=[CH:26][CH:27]=[CH:28][C:11]=3[N:10]=2)=[O:7])=[CH:29][CH:30]=1. The catalyst class is: 8. (3) Product: [CH3:33][C:30]1[CH:29]=[CH:28][C:27]([S:24]([NH:23][C@H:19]([CH2:18][C:16]2[N:15]=[N:14][N:13]([C@H:9]3[C:10]4[C:5](=[CH:4][C:3]([CH2:1][N:34]5[CH2:39][CH2:38][CH2:37][CH2:36][CH2:35]5)=[CH:12][CH:11]=4)[CH2:6][CH2:7][CH2:8]3)[CH:17]=2)[C:20]([NH2:22])=[O:21])(=[O:26])=[O:25])=[CH:32][CH:31]=1. Reactant: [CH:1]([C:3]1[CH:4]=[C:5]2[C:10](=[CH:11][CH:12]=1)[C@H:9]([N:13]1[CH:17]=[C:16]([CH2:18][C@@H:19]([NH:23][S:24]([C:27]3[CH:32]=[CH:31][C:30]([CH3:33])=[CH:29][CH:28]=3)(=[O:26])=[O:25])[C:20]([NH2:22])=[O:21])[N:15]=[N:14]1)[CH2:8][CH2:7][CH2:6]2)=O.[NH:34]1[CH2:39][CH2:38][CH2:37][CH2:36][CH2:35]1.[BH-](OC(C)=O)(OC(C)=O)OC(C)=O.[Na+].CC(O)=O. The catalyst class is: 26. (4) Reactant: [CH:1]12[CH2:7][CH:4]([CH:5]=[CH:6]1)[CH2:3][CH:2]2[CH:8]=[O:9].[CH2:10]=[O:11].[OH-].[Na+]. Product: [CH:1]12[CH2:7][CH:4]([CH:5]=[CH:6]1)[CH2:3][C:2]2([CH2:10][OH:11])[CH2:8][OH:9]. The catalyst class is: 5.